This data is from Forward reaction prediction with 1.9M reactions from USPTO patents (1976-2016). The task is: Predict the product of the given reaction. (1) Given the reactants [NH:1]1[CH:8]=[C:7]([CH2:9][C:10]([OH:12])=O)[C:5](=[O:6])[NH:4][C:2]1=[O:3].CN1CCOCC1.[C:20]([CH:27]([NH2:36])[CH2:28][NH:29][CH2:30][C:31]([O:33][CH2:34][CH3:35])=[O:32])([O:22][C:23]([CH3:26])([CH3:25])[CH3:24])=[O:21].F[B-](F)(F)F.O=C1C2C=CC=CC=2N=NN1OC(N(C)C)=[N+](C)C, predict the reaction product. The product is: [C:20]([CH:27]([NH2:36])[CH2:28][N:29]([C:10](=[O:12])[CH2:9][C:7]1[C:5](=[O:6])[NH:4][C:2](=[O:3])[NH:1][CH:8]=1)[CH2:30][C:31]([O:33][CH2:34][CH3:35])=[O:32])([O:22][C:23]([CH3:26])([CH3:25])[CH3:24])=[O:21]. (2) Given the reactants Br[C:2]1[CH:11]=[C:10]2[C:5]([NH:6][CH2:7][CH2:8][N:9]2[CH3:12])=[CH:4][C:3]=1[C:13]([F:16])([F:15])[F:14].CC1(C)C(C)(C)OB([C:25]2[CH:26]=[CH:27][C:28]([C:31]([O:33][C:34]([CH3:37])([CH3:36])[CH3:35])=[O:32])=[N:29][CH:30]=2)O1.[O-]P([O-])([O-])=O.[K+].[K+].[K+], predict the reaction product. The product is: [CH3:12][N:9]1[C:10]2[C:5](=[CH:4][C:3]([C:13]([F:16])([F:15])[F:14])=[C:2]([C:25]3[CH:26]=[CH:27][C:28]([C:31]([O:33][C:34]([CH3:37])([CH3:36])[CH3:35])=[O:32])=[N:29][CH:30]=3)[CH:11]=2)[NH:6][CH2:7][CH2:8]1. (3) Given the reactants [CH:1]1([C:7]2[C:8]3[S:20][C:19]([C:21]([O:23]C)=[O:22])=[CH:18][C:9]=3[NH:10][C:11]=2[C:12]2[CH:17]=[CH:16][CH:15]=[CH:14][CH:13]=2)[CH2:6][CH2:5][CH2:4][CH2:3][CH2:2]1.[H-].[Na+].[CH2:27](Br)[C:28]1[CH:33]=[CH:32][CH:31]=[CH:30][CH:29]=1, predict the reaction product. The product is: [CH2:27]([N:10]1[C:11]([C:12]2[CH:13]=[CH:14][CH:15]=[CH:16][CH:17]=2)=[C:7]([CH:1]2[CH2:2][CH2:3][CH2:4][CH2:5][CH2:6]2)[C:8]2[S:20][C:19]([C:21]([OH:23])=[O:22])=[CH:18][C:9]1=2)[C:28]1[CH:33]=[CH:32][CH:31]=[CH:30][CH:29]=1. (4) Given the reactants [Cl:1][C:2]1[CH:7]=[C:6](B2OC(C)(C)C(C)(C)O2)[CH:5]=[C:4]([Cl:17])[N:3]=1.Br[C:19]1[CH:24]=[CH:23][C:22]([O:25][CH3:26])=[CH:21][CH:20]=1.C(=O)([O-])[O-].[Na+].[Na+], predict the reaction product. The product is: [Cl:17][C:4]1[CH:5]=[C:6]([C:19]2[CH:24]=[CH:23][C:22]([O:25][CH3:26])=[CH:21][CH:20]=2)[CH:7]=[C:2]([Cl:1])[N:3]=1.